From a dataset of Peptide-MHC class I binding affinity with 185,985 pairs from IEDB/IMGT. Regression. Given a peptide amino acid sequence and an MHC pseudo amino acid sequence, predict their binding affinity value. This is MHC class I binding data. (1) The peptide sequence is DEEGNLLDSY. The MHC is HLA-A29:02 with pseudo-sequence HLA-A29:02. The binding affinity (normalized) is 0.178. (2) The peptide sequence is QELGHEDLMA. The MHC is HLA-B45:01 with pseudo-sequence HLA-B45:01. The binding affinity (normalized) is 0.398. (3) The peptide sequence is ALVAYQATV. The MHC is Patr-B0101 with pseudo-sequence Patr-B0101. The binding affinity (normalized) is 0. (4) The peptide sequence is KLYERNTAF. The MHC is HLA-A02:11 with pseudo-sequence HLA-A02:11. The binding affinity (normalized) is 0.797. (5) The peptide sequence is RQHPGLFPF. The MHC is HLA-C04:01 with pseudo-sequence HLA-C04:01. The binding affinity (normalized) is 0.213. (6) The peptide sequence is SNSVAQARF. The MHC is HLA-A24:02 with pseudo-sequence HLA-A24:02. The binding affinity (normalized) is 0. (7) The peptide sequence is EMCEDTVTY. The MHC is HLA-A30:02 with pseudo-sequence HLA-A30:02. The binding affinity (normalized) is 0.116. (8) The binding affinity (normalized) is 0.0847. The peptide sequence is MHYKLDEVL. The MHC is HLA-A02:06 with pseudo-sequence HLA-A02:06. (9) The peptide sequence is FPVKPQVPLR. The MHC is HLA-A30:01 with pseudo-sequence HLA-A30:01. The binding affinity (normalized) is 0.